From a dataset of NCI-60 drug combinations with 297,098 pairs across 59 cell lines. Regression. Given two drug SMILES strings and cell line genomic features, predict the synergy score measuring deviation from expected non-interaction effect. (1) Drug 1: CCC(=C(C1=CC=CC=C1)C2=CC=C(C=C2)OCCN(C)C)C3=CC=CC=C3.C(C(=O)O)C(CC(=O)O)(C(=O)O)O. Drug 2: C(CC(=O)O)C(=O)CN.Cl. Cell line: CCRF-CEM. Synergy scores: CSS=11.5, Synergy_ZIP=-9.82, Synergy_Bliss=-7.86, Synergy_Loewe=-11.0, Synergy_HSA=-9.67. (2) Drug 1: CC1=C(C(=O)C2=C(C1=O)N3CC4C(C3(C2COC(=O)N)OC)N4)N. Drug 2: C1C(C(OC1N2C=NC3=C2NC=NCC3O)CO)O. Cell line: KM12. Synergy scores: CSS=-7.42, Synergy_ZIP=3.48, Synergy_Bliss=1.97, Synergy_Loewe=-6.55, Synergy_HSA=-5.74. (3) Drug 1: C1=C(C(=O)NC(=O)N1)F. Drug 2: CC1C(C(CC(O1)OC2CC(CC3=C2C(=C4C(=C3O)C(=O)C5=C(C4=O)C(=CC=C5)OC)O)(C(=O)CO)O)N)O.Cl. Cell line: SN12C. Synergy scores: CSS=45.9, Synergy_ZIP=-4.79, Synergy_Bliss=-6.79, Synergy_Loewe=-3.15, Synergy_HSA=-1.35. (4) Drug 1: C1=CC(=CC=C1CCC2=CNC3=C2C(=O)NC(=N3)N)C(=O)NC(CCC(=O)O)C(=O)O. Drug 2: C(CN)CNCCSP(=O)(O)O. Cell line: RXF 393. Synergy scores: CSS=14.1, Synergy_ZIP=-2.97, Synergy_Bliss=-0.829, Synergy_Loewe=-12.8, Synergy_HSA=-1.36. (5) Drug 1: CC(CN1CC(=O)NC(=O)C1)N2CC(=O)NC(=O)C2. Drug 2: CC=C1C(=O)NC(C(=O)OC2CC(=O)NC(C(=O)NC(CSSCCC=C2)C(=O)N1)C(C)C)C(C)C. Cell line: OVCAR-4. Synergy scores: CSS=46.2, Synergy_ZIP=2.54, Synergy_Bliss=2.88, Synergy_Loewe=4.13, Synergy_HSA=5.08.